Dataset: Forward reaction prediction with 1.9M reactions from USPTO patents (1976-2016). Task: Predict the product of the given reaction. (1) Given the reactants [CH3:1][O:2][C:3](=[O:24])[C:4]([NH:13]C(OCC1C=CC=CC=1)=O)=[CH:5][CH:6]1[CH2:11][CH:10]2[CH2:12][CH:7]1[CH2:8][CH2:9]2.[H][H], predict the reaction product. The product is: [CH3:1][O:2][C:3](=[O:24])[CH:4]([NH2:13])[CH2:5][CH:6]1[CH2:11][CH:10]2[CH2:12][CH:7]1[CH2:8][CH2:9]2. (2) Given the reactants [OH:1][NH:2][C:3]([C:5]1[C:14]2[C:9](=[CH:10][CH:11]=[CH:12][CH:13]=2)[CH:8]=[CH:7][N:6]=1)=[NH:4].[Cl:15][C:16]1[CH:24]=[C:20]([C:21](O)=O)[C:19]([OH:25])=[CH:18][CH:17]=1, predict the reaction product. The product is: [Cl:15][C:16]1[CH:17]=[CH:18][C:19]([OH:25])=[C:20]([C:21]2[O:1][N:2]=[C:3]([C:5]3[C:14]4[C:9](=[CH:10][CH:11]=[CH:12][CH:13]=4)[CH:8]=[CH:7][N:6]=3)[N:4]=2)[CH:24]=1. (3) Given the reactants [C:1]1([S:7][CH:8]2[CH2:12][O:11][C:10](=[O:13])[O:9]2)[CH:6]=[CH:5][CH:4]=[CH:3][CH:2]=1.[OH:14]OS([O-])=O.[K+].[OH2:20], predict the reaction product. The product is: [C:1]1([S:7]([CH:8]2[CH2:12][O:11][C:10](=[O:13])[O:9]2)(=[O:14])=[O:20])[CH:2]=[CH:3][CH:4]=[CH:5][CH:6]=1. (4) Given the reactants Cl[C:2]1[N:3]=[C:4]([N:29]2[CH2:34][CH2:33][O:32][CH2:31][CH2:30]2)[C:5]2[S:10][C:9]([C:11]3[CH:12]=[C:13]([NH:17][C:18]([CH2:20][NH:21][C:22](=[O:28])[O:23][C:24]([CH3:27])([CH3:26])[CH3:25])=[O:19])[CH:14]=[CH:15][CH:16]=3)=[CH:8][C:6]=2[N:7]=1.CC1(C)C(C)(C)OB([C:43]2[CH:51]=[CH:50][CH:49]=[C:48]3[C:44]=2[CH:45]=[N:46][NH:47]3)O1, predict the reaction product. The product is: [C:24]([O:23][C:22](=[O:28])[NH:21][CH2:20][C:18](=[O:19])[NH:17][C:13]1[CH:14]=[CH:15][CH:16]=[C:11]([C:9]2[S:10][C:5]3[C:4]([N:29]4[CH2:34][CH2:33][O:32][CH2:31][CH2:30]4)=[N:3][C:2]([C:43]4[CH:51]=[CH:50][CH:49]=[C:48]5[C:44]=4[CH:45]=[N:46][NH:47]5)=[N:7][C:6]=3[CH:8]=2)[CH:12]=1)([CH3:27])([CH3:26])[CH3:25]. (5) Given the reactants [Cl:1][C:2]1[C:3]([O:12][C:13]2[CH:18]=[C:17]([O:19][CH2:20][CH2:21][O:22][CH3:23])[CH:16]=[CH:15][C:14]=2[CH2:24][CH:25]([O:29][CH3:30])[C:26](O)=[O:27])=[N:4][CH:5]=[C:6]([C:8]([F:11])([F:10])[F:9])[CH:7]=1.C(N=C=NCCCN(C)C)C.[CH2:42]([S:47]([NH2:50])(=[O:49])=[O:48])[CH2:43][CH2:44][CH2:45][CH3:46].Cl, predict the reaction product. The product is: [Cl:1][C:2]1[C:3]([O:12][C:13]2[CH:18]=[C:17]([O:19][CH2:20][CH2:21][O:22][CH3:23])[CH:16]=[CH:15][C:14]=2[CH2:24][CH:25]([O:29][CH3:30])[C:26]([NH:50][S:47]([CH2:42][CH2:43][CH2:44][CH2:45][CH3:46])(=[O:49])=[O:48])=[O:27])=[N:4][CH:5]=[C:6]([C:8]([F:11])([F:9])[F:10])[CH:7]=1.